This data is from Catalyst prediction with 721,799 reactions and 888 catalyst types from USPTO. The task is: Predict which catalyst facilitates the given reaction. (1) Reactant: Br[C:2]1[CH:16]=[CH:15][C:5]([O:6][C:7]([CH3:14])([CH3:13])[C:8]([O:10][CH2:11][CH3:12])=[O:9])=[CH:4][CH:3]=1.C([Sn](CCCC)(CCCC)[C:22]1[CH:27]=[CH:26][CH:25]=[CH:24][N:23]=1)CCC. Product: [CH3:13][C:7]([O:6][C:5]1[CH:15]=[CH:16][C:2]([C:22]2[CH:27]=[CH:26][CH:25]=[CH:24][N:23]=2)=[CH:3][CH:4]=1)([CH3:14])[C:8]([O:10][CH2:11][CH3:12])=[O:9]. The catalyst class is: 109. (2) Reactant: C(OC(=O)[NH:7][C:8]1[CH:13]=[CH:12][CH:11]=[C:10]([CH:14]([NH:16][C:17]2[C:26]3[C:21](=[C:22]([C:27](=[O:29])[NH2:28])[CH:23]=[CH:24][CH:25]=3)[N:20]=[CH:19][N:18]=2)[CH3:15])[CH:9]=1)(C)(C)C.Cl. Product: [NH2:7][C:8]1[CH:9]=[C:10]([CH:14]([NH:16][C:17]2[C:26]3[C:21](=[C:22]([C:27]([NH2:28])=[O:29])[CH:23]=[CH:24][CH:25]=3)[N:20]=[CH:19][N:18]=2)[CH3:15])[CH:11]=[CH:12][CH:13]=1. The catalyst class is: 5.